This data is from Full USPTO retrosynthesis dataset with 1.9M reactions from patents (1976-2016). The task is: Predict the reactants needed to synthesize the given product. Given the product [NH2:12][C:11]1[CH:13]=[CH:14][C:15]([C:17]([F:20])([F:19])[F:18])=[CH:16][C:10]=1[C:5]1[C:6]([O:8][CH3:9])=[N:7][C:2]([C:25]#[N:26])=[N:3][CH:4]=1, predict the reactants needed to synthesize it. The reactants are: Cl[C:2]1[N:7]=[C:6]([O:8][CH3:9])[C:5]([C:10]2[CH:16]=[C:15]([C:17]([F:20])([F:19])[F:18])[CH:14]=[CH:13][C:11]=2[NH2:12])=[CH:4][N:3]=1.C(Cl)(Cl)Cl.[CH3:25][N:26](C)C=O.